This data is from Full USPTO retrosynthesis dataset with 1.9M reactions from patents (1976-2016). The task is: Predict the reactants needed to synthesize the given product. Given the product [OH:1][C:2]1[CH:6]([CH:7]([CH3:9])[CH3:8])[NH:5][C:4](=[O:10])[C:3]=1[CH:11]([C:21]1[NH:22][C:23]2[C:28]([C:20]=1[CH3:19])=[CH:27][CH:26]=[CH:25][CH:24]=2)[C:12]1[CH:17]=[CH:16][CH:15]=[CH:14][CH:13]=1, predict the reactants needed to synthesize it. The reactants are: [OH:1][C:2]1[CH:6]([CH:7]([CH3:9])[CH3:8])[NH:5][C:4](=[O:10])[CH:3]=1.[CH:11](=O)[C:12]1[CH:17]=[CH:16][CH:15]=[CH:14][CH:13]=1.[CH3:19][C:20]1[C:28]2[C:23](=[CH:24][CH:25]=[CH:26][CH:27]=2)[NH:22][CH:21]=1.